This data is from Forward reaction prediction with 1.9M reactions from USPTO patents (1976-2016). The task is: Predict the product of the given reaction. Given the reactants [S:1]1[CH:5]=[CH:4][N:3]=[CH:2]1.[Si:6]([O:13][CH2:14][C:15](=[O:17])[CH3:16])([C:9]([CH3:12])([CH3:11])[CH3:10])([CH3:8])[CH3:7], predict the reaction product. The product is: [Si:6]([O:13][CH2:14][C:15]([C:2]1[S:1][CH:5]=[CH:4][N:3]=1)([OH:17])[CH3:16])([C:9]([CH3:12])([CH3:11])[CH3:10])([CH3:8])[CH3:7].